The task is: Predict the product of the given reaction.. This data is from Forward reaction prediction with 1.9M reactions from USPTO patents (1976-2016). The product is: [Cl:1][C:2]1[CH:3]=[CH:4][C:5]2[NH:8][C:16](=[O:17])[C:18]3[O:19][CH:20]=[CH:21][C:22]=3[C:6]=2[CH:7]=1. Given the reactants [Cl:1][C:2]1[CH:7]=[CH:6][C:5]([N:8]([C:16]([C:18]2[O:19][CH:20]=[CH:21][CH:22]=2)=[O:17])C(=O)OC(C)(C)C)=[C:4](I)[CH:3]=1.C1(P(C2CCCCC2)C2CCCCC2)CCCCC1.C([O-])([O-])=O.[K+].[K+], predict the reaction product.